From a dataset of Forward reaction prediction with 1.9M reactions from USPTO patents (1976-2016). Predict the product of the given reaction. Given the reactants [N:1]([CH2:4][CH2:5][OH:6])=[N+:2]=[N-:3].C(N(CC)CC)C.[S:14](Cl)([CH3:17])(=[O:16])=[O:15].C(=O)(O)[O-].[Na+], predict the reaction product. The product is: [CH3:17][S:14]([O:6][CH2:5][CH2:4][N:1]=[N+:2]=[N-:3])(=[O:16])=[O:15].